This data is from Catalyst prediction with 721,799 reactions and 888 catalyst types from USPTO. The task is: Predict which catalyst facilitates the given reaction. (1) Reactant: [CH3:1][C:2]1[C:3]2[CH:4]=[C:5]([OH:35])[CH:6]=[CH:7][C:8]=2[N:9]([CH2:18][C:19]2[CH:20]=[CH:21][C:22]([O:25][CH2:26][CH2:27][N:28]3[CH2:34][CH2:33][CH2:32][CH2:31][CH2:30][CH2:29]3)=[CH:23][CH:24]=2)[C:10]=1[C:11]1[CH:12]=[CH:13][C:14]([OH:17])=[CH:15][CH:16]=1.C[OH:37]. Product: [CH3:1][C:2]1[C:3]2[CH:4]=[C:5]([OH:35])[CH:6]=[CH:7][C:8]=2[N:9]([CH2:18][C:19]2[CH:24]=[CH:23][C:22]([O:25][CH2:26][CH2:27][N:28]3[CH2:29][CH2:30][CH2:31][CH2:32][CH2:33][CH2:34]3)=[CH:21][CH:20]=2)[C:10]=1[C:11]1[CH:12]=[CH:13][C:14]([OH:17])=[CH:15][CH:16]=1.[CH3:27][C:26]([OH:37])=[O:25]. The catalyst class is: 32. (2) Reactant: [F:1][C:2]1[CH:10]=[CH:9][C:5]([C:6]([OH:8])=O)=[CH:4][C:3]=1[NH:11][C:12]([C:14]1[N:18]2[CH:19]=[CH:20][C:21]([C:23]3[N:24]([CH3:28])[N:25]=[CH:26][CH:27]=3)=[CH:22][C:17]2=[N:16][CH:15]=1)=[O:13].CCN=C=NCCCN(C)C.Cl.C1C=CC2N(O)N=NC=2C=1.[CH3:51][C@H:52]1[CH2:57][CH2:56][CH2:55][C@@H:54]([CH3:58])[N:53]1[CH2:59][CH2:60][NH2:61].C([O-])([O-])=O.[Na+].[Na+]. Product: [CH3:51][C@H:52]1[CH2:57][CH2:56][CH2:55][C@@H:54]([CH3:58])[N:53]1[CH2:59][CH2:60][NH:61][C:6]([C:5]1[CH:9]=[CH:10][C:2]([F:1])=[C:3]([NH:11][C:12]([C:14]2[N:18]3[CH:19]=[CH:20][C:21]([C:23]4[N:24]([CH3:28])[N:25]=[CH:26][CH:27]=4)=[CH:22][C:17]3=[N:16][CH:15]=2)=[O:13])[CH:4]=1)=[O:8]. The catalyst class is: 18.